The task is: Binary Classification. Given a drug SMILES string, predict its activity (active/inactive) in a high-throughput screening assay against a specified biological target.. This data is from Cav3 T-type calcium channel HTS with 100,875 compounds. (1) The molecule is s1nc(N)c2c1cccc2. The result is 0 (inactive). (2) The compound is S(c1nc2CCN(Cc2c(c1C#N)C(OCC)=O)CC)CC(=O)Nc1ccc(OC)cc1. The result is 0 (inactive). (3) The result is 0 (inactive). The compound is O(C(=O)CN\C(C)=C(/C(=O)N)C#N)CC. (4) The result is 0 (inactive). The molecule is N(c1nc2c(c(N)c1)cccc2)(C)C.